Dataset: Full USPTO retrosynthesis dataset with 1.9M reactions from patents (1976-2016). Task: Predict the reactants needed to synthesize the given product. (1) Given the product [O:28]1[CH2:29][CH2:30][CH2:31][O:32][CH:27]1[C:23]1[C:22]([CH3:33])=[CH:21][C:20]([C:17]2[S:16][C:14]3[C:13]([N:18]=2)=[CH:12][CH:11]=[C:10]([C:7]2([C:1]4[CH:6]=[CH:5][CH:4]=[CH:3][CH:2]=4)[CH2:8][CH2:9]2)[N:15]=3)=[CH:25][C:24]=1[CH3:26], predict the reactants needed to synthesize it. The reactants are: [C:1]1([C:7]2([C:10]3[N:15]=[C:14]4[S:16][CH:17]=[N:18][C:13]4=[CH:12][CH:11]=3)[CH2:9][CH2:8]2)[CH:6]=[CH:5][CH:4]=[CH:3][CH:2]=1.Br[C:20]1[CH:25]=[C:24]([CH3:26])[C:23]([CH:27]2[O:32][CH2:31][CH2:30][CH2:29][O:28]2)=[C:22]([CH3:33])[CH:21]=1.C(=O)([O-])[O-].[Cs+].[Cs+]. (2) The reactants are: [F:1][C:2]1[CH:7]=[CH:6][C:5]([N+:8]([O-:10])=[O:9])=[CH:4][C:3]=1[OH:11].C([O-])([O-])=O.[K+].[K+].[CH2:18](Br)[C:19]1[CH:24]=[CH:23][CH:22]=[CH:21][CH:20]=1.CCCCCC.C(OCC)(=O)C. Given the product [CH2:18]([O:11][C:3]1[CH:4]=[C:5]([N+:8]([O-:10])=[O:9])[CH:6]=[CH:7][C:2]=1[F:1])[C:19]1[CH:24]=[CH:23][CH:22]=[CH:21][CH:20]=1, predict the reactants needed to synthesize it. (3) The reactants are: [CH2:1]([O:3][C:4]([C:6]1[C:7](=[O:30])[NH:8][C:9]2[C:14]([C:15]=1[N:16]1[CH2:21][CH2:20][N:19]([C:22]([C:24]3[O:25][CH:26]=[CH:27][CH:28]=3)=[O:23])[CH2:18][CH2:17]1)=[CH:13][C:12]([F:29])=[CH:11][N:10]=2)=[O:5])[CH3:2].[F:31][C:32]1[CH:33]=[C:34]([CH:37]=[CH:38][CH:39]=1)[CH2:35]Br. Given the product [CH2:1]([O:3][C:4]([C:6]1[C:7](=[O:30])[N:8]([CH2:35][C:34]2[CH:37]=[CH:38][CH:39]=[C:32]([F:31])[CH:33]=2)[C:9]2[C:14]([C:15]=1[N:16]1[CH2:21][CH2:20][N:19]([C:22]([C:24]3[O:25][CH:26]=[CH:27][CH:28]=3)=[O:23])[CH2:18][CH2:17]1)=[CH:13][C:12]([F:29])=[CH:11][N:10]=2)=[O:5])[CH3:2], predict the reactants needed to synthesize it. (4) Given the product [F:1][CH:2]1[C:7]([C:8]2[C:16]3[C:11](=[CH:12][CH:13]=[C:14]([NH2:17])[CH:15]=3)[NH:10][CH:9]=2)=[CH:6][CH2:5][N:4]([CH3:20])[CH2:3]1, predict the reactants needed to synthesize it. The reactants are: [F:1][CH:2]1[C:7]([C:8]2[C:16]3[C:11](=[CH:12][CH:13]=[C:14]([N+:17]([O-])=O)[CH:15]=3)[NH:10][CH:9]=2)=[CH:6][CH2:5][N:4]([CH3:20])[CH2:3]1.O.NN. (5) Given the product [Cl:1][C:2]1[CH:7]=[CH:6][C:5]([NH:8][C:9]2[N:17]=[C:16]([N:18]3[C:26]([CH3:27])=[C:22]([CH3:21])[C:23]([CH3:24])=[N:19]3)[N:15]=[C:14]3[C:10]=2[N:11]=[CH:12][N:13]3[CH3:20])=[CH:4][CH:3]=1, predict the reactants needed to synthesize it. The reactants are: [Cl:1][C:2]1[CH:7]=[CH:6][C:5]([NH:8][C:9]2[N:17]=[C:16]([NH:18][NH2:19])[N:15]=[C:14]3[C:10]=2[N:11]=[CH:12][N:13]3[CH3:20])=[CH:4][CH:3]=1.[CH3:21][CH:22]([C:26](=O)[CH3:27])[C:23](=O)[CH3:24].